Task: Predict the reactants needed to synthesize the given product.. Dataset: Full USPTO retrosynthesis dataset with 1.9M reactions from patents (1976-2016) (1) Given the product [NH2:1][C:2]1[N:7]=[CH:6][N:5]=[C:4]2[N:8]([C:12]3[CH:19]=[CH:18][C:15]([CH:16]=[O:17])=[CH:14][CH:13]=3)[N:9]=[C:10]([C:26]3[CH:25]=[CH:24][C:23]([NH:37][C:38](=[O:50])[C:39]4[CH:44]=[CH:43][C:42]([C:45]([F:47])([F:48])[F:46])=[CH:41][C:40]=4[F:49])=[C:22]([O:21][CH3:20])[CH:27]=3)[C:3]=12, predict the reactants needed to synthesize it. The reactants are: [NH2:1][C:2]1[N:7]=[CH:6][N:5]=[C:4]2[N:8]([C:12]3[CH:19]=[CH:18][C:15]([CH:16]=[O:17])=[CH:14][CH:13]=3)[N:9]=[C:10](I)[C:3]=12.[CH3:20][O:21][C:22]1[CH:27]=[C:26](B2OC(C)(C)C(C)(C)O2)[CH:25]=[CH:24][C:23]=1[NH:37][C:38](=[O:50])[C:39]1[CH:44]=[CH:43][C:42]([C:45]([F:48])([F:47])[F:46])=[CH:41][C:40]=1[F:49].C(=O)([O-])[O-].[Na+].[Na+]. (2) Given the product [CH3:55][C:49]1[CH:50]=[C:51]([CH3:54])[CH:52]=[CH:53][C:48]=1[N:43]([CH2:44][CH:45]([CH3:47])[CH3:46])[S:40]([C:37]1[CH:38]=[CH:39][C:34]([C:31]([OH:33])([CH3:32])[CH2:1][C:2]2[N:3]=[N:4][N:5]([C:7]([C:8]3[CH:13]=[CH:12][CH:11]=[CH:10][CH:9]=3)([C:14]3[CH:15]=[CH:16][CH:17]=[CH:18][CH:19]=3)[C:20]3[CH:25]=[CH:24][CH:23]=[CH:22][CH:21]=3)[N:6]=2)=[CH:35][CH:36]=1)(=[O:42])=[O:41], predict the reactants needed to synthesize it. The reactants are: [CH3:1][C:2]1[N:3]=[N:4][N:5]([C:7]([C:20]2[CH:25]=[CH:24][CH:23]=[CH:22][CH:21]=2)([C:14]2[CH:19]=[CH:18][CH:17]=[CH:16][CH:15]=2)[C:8]2[CH:13]=[CH:12][CH:11]=[CH:10][CH:9]=2)[N:6]=1.[Li]CCCC.[C:31]([C:34]1[CH:39]=[CH:38][C:37]([S:40]([N:43]([C:48]2[CH:53]=[CH:52][C:51]([CH3:54])=[CH:50][C:49]=2[CH3:55])[CH2:44][CH:45]([CH3:47])[CH3:46])(=[O:42])=[O:41])=[CH:36][CH:35]=1)(=[O:33])[CH3:32]. (3) Given the product [C:6]([N:18]1[CH2:22][CH2:23][CH2:24][CH2:25][CH2:26]1)([O:5][C:9]([CH3:14])([CH3:10])[CH3:8])=[O:16], predict the reactants needed to synthesize it. The reactants are: CN1C[CH2:6][O:5]CC1.[CH3:8][CH:9]1[CH2:14]C(C)CN[CH2:10]1.[OH2:16].O[N:18]1[C:22]2[CH:23]=[CH:24][CH:25]=[CH:26]C=2N=N1.Cl.CN(C)CCCN=C=NCC. (4) Given the product [CH3:23][C:16]1([CH3:24])[C:15]2[C:20](=[CH:21][C:12]([NH:11][C:4](=[O:5])[C:3]3[CH:7]=[CH:8][CH:9]=[N:10][C:2]=3[F:1])=[CH:13][CH:14]=2)[C:19](=[O:22])[NH:18][CH2:17]1, predict the reactants needed to synthesize it. The reactants are: [F:1][C:2]1[N:10]=[CH:9][CH:8]=[CH:7][C:3]=1[C:4](Cl)=[O:5].[NH2:11][C:12]1[CH:21]=[C:20]2[C:15]([C:16]([CH3:24])([CH3:23])[CH2:17][NH:18][C:19]2=[O:22])=[CH:14][CH:13]=1.C([O-])(O)=O.[Na+].